From a dataset of Reaction yield outcomes from USPTO patents with 853,638 reactions. Predict the reaction yield, written as a fraction of the theoretical maximum amount of product (1.0 means a 100% yield; for example, 0.34 means a 34% yield). (1) The reactants are C(OC(=O)[NH:7][C:8]1[CH:13]=[C:12]([O:14][CH3:15])[CH:11]=[C:10]([O:16][CH3:17])[C:9]=1[F:18])(C)(C)C.FC(F)(F)C(O)=O. No catalyst specified. The product is [F:18][C:9]1[C:10]([O:16][CH3:17])=[CH:11][C:12]([O:14][CH3:15])=[CH:13][C:8]=1[NH2:7]. The yield is 0.955. (2) The reactants are [Cl:1][C:2]1[C:7]([C:8]([F:11])([F:10])[F:9])=[CH:6][N:5]=[C:4]2[NH:12][CH:13]=[C:14]([NH:15][C:16](=[O:23])[C:17]3[CH:22]=[CH:21][CH:20]=[CH:19][N:18]=3)[C:3]=12.[NH:24]1[CH2:29][CH2:28][CH2:27][C@@H:26]([NH:30]C(=O)OC(C)(C)C)[CH2:25]1.CCN(C(C)C)C(C)C.C(O)(C(F)(F)F)=O. The catalyst is CN1C(=O)CCC1.C(Cl)Cl.C(OCC)(=O)C. The product is [ClH:1].[NH2:30][C@@H:26]1[CH2:27][CH2:28][CH2:29][N:24]([C:2]2[C:7]([C:8]([F:11])([F:10])[F:9])=[CH:6][N:5]=[C:4]3[NH:12][CH:13]=[C:14]([NH:15][C:16](=[O:23])[C:17]4[CH:22]=[CH:21][CH:20]=[CH:19][N:18]=4)[C:3]=23)[CH2:25]1. The yield is 0.470. (3) The reactants are [CH3:1][Si](C=[N+]=[N-])(C)C.[Br:8][C:9]1[CH:14]=[CH:13][C:12]([NH:15][C:16]2[C:21]([C:22]([OH:24])=[O:23])=[CH:20][N:19]=[C:18]([Cl:25])[C:17]=2[F:26])=[C:11]([F:27])[CH:10]=1.C1COCC1. The catalyst is CO. The product is [CH3:1][O:23][C:22](=[O:24])[C:21]1[C:16]([NH:15][C:12]2[CH:13]=[CH:14][C:9]([Br:8])=[CH:10][C:11]=2[F:27])=[C:17]([F:26])[C:18]([Cl:25])=[N:19][CH:20]=1. The yield is 0.920. (4) The reactants are [C:1]([NH:12][C:13]1[CH:18]=[CH:17][C:16]([S:19](Cl)(=[O:21])=[O:20])=[CH:15][CH:14]=1)(=[O:11])[CH2:2][CH2:3][CH2:4][CH2:5][CH2:6][CH2:7][CH2:8][CH2:9][CH3:10].[NH2:23][C:24]1[S:28][C:27]([C:29]([O:31][CH2:32][CH3:33])=[O:30])=[N:26][N:25]=1.Cl. The catalyst is N1C=CC=CC=1. The product is [C:1]([NH:12][C:13]1[CH:18]=[CH:17][C:16]([S:19]([NH:23][C:24]2[S:28][C:27]([C:29]([O:31][CH2:32][CH3:33])=[O:30])=[N:26][N:25]=2)(=[O:21])=[O:20])=[CH:15][CH:14]=1)(=[O:11])[CH2:2][CH2:3][CH2:4][CH2:5][CH2:6][CH2:7][CH2:8][CH2:9][CH3:10]. The yield is 0.650. (5) The reactants are [C:1]([NH:9][C:10]1[CH:15]=[CH:14][C:13]([CH2:16][C:17]2[C:25]3[C:20](=[CH:21][CH:22]=[C:23]([C:26](O)=[O:27])[CH:24]=3)[N:19]([CH3:29])[CH:18]=2)=[CH:12][CH:11]=1)(=[O:8])[C:2]1[CH:7]=[CH:6][CH:5]=[CH:4][CH:3]=1.CCN(C(C)C)C(C)C.CN(C([O:46][N:47]1N=NC2C=CC=NC1=2)=[N+](C)C)C.F[P-](F)(F)(F)(F)F.Cl.NO. The catalyst is CN(C=O)C. The product is [OH:46][NH:47][C:26]([C:23]1[CH:24]=[C:25]2[C:20](=[CH:21][CH:22]=1)[N:19]([CH3:29])[CH:18]=[C:17]2[CH2:16][C:13]1[CH:14]=[CH:15][C:10]([NH:9][C:1](=[O:8])[C:2]2[CH:3]=[CH:4][CH:5]=[CH:6][CH:7]=2)=[CH:11][CH:12]=1)=[O:27]. The yield is 0.340. (6) The reactants are [Cl:1][C:2]1[C:11]([NH:12][S:13]([CH2:16][CH2:17][CH3:18])(=[O:15])=[O:14])=[CH:10][CH:9]=[C:8]([F:19])[C:3]=1[C:4]([O:6]C)=[O:5].[OH-].[K+]. The catalyst is O1CCCC1.O. The product is [Cl:1][C:2]1[C:11]([NH:12][S:13]([CH2:16][CH2:17][CH3:18])(=[O:14])=[O:15])=[CH:10][CH:9]=[C:8]([F:19])[C:3]=1[C:4]([OH:6])=[O:5]. The yield is 0.370. (7) The reactants are [O:1]1[CH:5]=[CH:4][CH:3]=[C:2]1[C:6]1(O)[C:10]2[C:11]([CH3:31])=[C:12]([N:17]3[CH2:22][CH2:21][N:20]([C:23]4[CH:28]=[CH:27][C:26]([O:29][CH3:30])=[CH:25][CH:24]=4)[CH2:19][CH2:18]3)[C:13]([CH3:16])=[C:14]([CH3:15])[C:9]=2[O:8][C:7]1([CH3:33])[CH3:32]. The catalyst is C(O)C. The product is [O:1]1[CH:5]=[CH:4][CH:3]=[C:2]1[CH:6]1[C:10]2[C:11]([CH3:31])=[C:12]([N:17]3[CH2:18][CH2:19][N:20]([C:23]4[CH:28]=[CH:27][C:26]([O:29][CH3:30])=[CH:25][CH:24]=4)[CH2:21][CH2:22]3)[C:13]([CH3:16])=[C:14]([CH3:15])[C:9]=2[O:8][C:7]1([CH3:33])[CH3:32]. The yield is 0.670.